Dataset: Reaction yield outcomes from USPTO patents with 853,638 reactions. Task: Predict the reaction yield, written as a fraction of the theoretical maximum amount of product (1.0 means a 100% yield; for example, 0.34 means a 34% yield). (1) The reactants are [C:1]([O-:4])(=[O:3])C.[O:5]=[C:6]1[C@@H:9]([NH3+:10])[CH2:8][NH:7]1.[CH3:11]CN(C(C)C)C(C)C.[CH:20]1([O:26][C:27]2[CH:32]=[CH:31][C:30](C3C=CN(C([O-])=O)C(=O)C=3C)=[CH:29][CH:28]=2)[CH2:25][CH2:24][CH2:23][CH2:22][CH2:21]1. The catalyst is C(Cl)Cl. The product is [CH:27]1([O:26][C:20]2[CH:25]=[CH:24][C:23]([O:4][C:1](=[O:3])[N:10]([CH3:11])[C@H:9]3[CH2:8][NH:7][C:6]3=[O:5])=[CH:22][CH:21]=2)[CH2:32][CH2:31][CH2:30][CH2:29][CH2:28]1. The yield is 0.570. (2) The reactants are [C:1]([O:5][C:6](=[O:16])[NH:7][CH2:8][C:9]1[CH:14]=[CH:13][C:12]([Br:15])=[CH:11][CH:10]=1)([CH3:4])([CH3:3])[CH3:2].[CH3:17]I. The catalyst is CN(C=O)C. The product is [C:1]([O:5][C:6](=[O:16])[N:7]([CH2:8][C:9]1[CH:10]=[CH:11][C:12]([Br:15])=[CH:13][CH:14]=1)[CH3:17])([CH3:4])([CH3:2])[CH3:3]. The yield is 0.980. (3) The reactants are Cl[C:2]1[CH:7]=[C:6]([CH3:8])[N:5]=[C:4]([NH:9][C:10](=[NH:20])[NH:11][C:12]2[CH:17]=[CH:16][C:15]([Cl:18])=[C:14]([Cl:19])[CH:13]=2)[N:3]=1.[NH2:21][CH:22]1[CH2:27][CH2:26][O:25][CH2:24][CH2:23]1.C(N(C(C)C)CC)(C)C.C(OCC)(=O)C. The catalyst is CC(N(C)C)=O. The product is [Cl:19][C:14]1[CH:13]=[C:12]([NH:11][C:10](=[NH:20])[NH:9][C:4]2[N:3]=[C:2]([NH:21][CH:22]3[CH2:27][CH2:26][O:25][CH2:24][CH2:23]3)[CH:7]=[C:6]([CH3:8])[N:5]=2)[CH:17]=[CH:16][C:15]=1[Cl:18]. The yield is 0.0880. (4) The product is [C:1]([C:5]1[CH:6]=[C:7]2[C:12](=[C:13]([F:15])[CH:14]=1)[C:11](=[O:16])[N:10]([C:17]1[C:18]([CH2:19][OH:20])=[C:21]([C:25]3[CH:30]=[C:29]([NH:31][C:32]4[CH:37]=[CH:36][C:35]([N:38]5[CH2:39][CH2:40][N:41]([CH:44]6[CH2:47][O:46][CH2:45]6)[CH2:42][CH2:43]5)=[CH:34][N:33]=4)[C:28](=[O:48])[N:27]([CH3:49])[CH:26]=3)[CH:22]=[CH:23][N:24]=1)[N:9]=[CH:8]2)([CH3:4])([CH3:2])[CH3:3]. The catalyst is CO. The reactants are [C:1]([C:5]1[CH:6]=[C:7]2[C:12](=[C:13]([F:15])[CH:14]=1)[C:11](=[O:16])[N:10]([C:17]1[N:24]=[CH:23][CH:22]=[C:21]([C:25]3[CH:30]=[C:29]([NH:31][C:32]4[CH:37]=[CH:36][C:35]([N:38]5[CH2:43][CH2:42][N:41]([CH:44]6[CH2:47][O:46][CH2:45]6)[CH2:40][CH2:39]5)=[CH:34][N:33]=4)[C:28](=[O:48])[N:27]([CH3:49])[CH:26]=3)[C:18]=1[CH:19]=[O:20])[N:9]=[CH:8]2)([CH3:4])([CH3:3])[CH3:2].[BH4-].[Na+]. The yield is 0.380. (5) The reactants are Br[C:2]1[N:3]=[CH:4][C:5]([NH2:8])=[N:6][CH:7]=1.[NH:9]1[CH2:13][CH2:12][CH2:11][C:10]1=[O:14].C(=O)([O-])[O-].[K+].[K+].[C@@H]1(N)CCCC[C@H]1N. The catalyst is O1CCOCC1.[Cu]I.CO.C(OCC)(=O)C. The product is [NH2:8][C:5]1[N:6]=[CH:7][C:2]([N:9]2[CH2:13][CH2:12][CH2:11][C:10]2=[O:14])=[N:3][CH:4]=1. The yield is 0.307. (6) The reactants are C[O:2][C:3](=[O:42])[C:4]1[CH:9]=[CH:8][CH:7]=[CH:6][C:5]=1[O:10][C:11]1[CH:16]=[CH:15][CH:14]=[C:13]([O:17][CH2:18][CH2:19][CH2:20][O:21][C:22]2[CH:27]=[C:26]([O:28]CC3C=CC=CC=3)[C:25](Br)=[CH:24][C:23]=2[CH2:37][CH3:38])[C:12]=1[CH2:39][CH2:40][CH3:41].[O:43]1[CH:47]=[CH:46][C:45](B(O)O)=[CH:44]1.C(=O)([O-])[O-].[Na+:55].[Na+]. The catalyst is O1CCCC1.O.C1C=CC([P]([Pd]([P](C2C=CC=CC=2)(C2C=CC=CC=2)C2C=CC=CC=2)([P](C2C=CC=CC=2)(C2C=CC=CC=2)C2C=CC=CC=2)[P](C2C=CC=CC=2)(C2C=CC=CC=2)C2C=CC=CC=2)(C2C=CC=CC=2)C2C=CC=CC=2)=CC=1. The product is [OH2:2].[Na+:55].[CH2:37]([C:23]1[CH:24]=[C:25]([CH:45]2[CH2:46][CH2:47][O:43][CH2:44]2)[C:26]([OH:28])=[CH:27][C:22]=1[O:21][CH2:20][CH2:19][CH2:18][O:17][C:13]1[C:12]([CH2:39][CH2:40][CH3:41])=[C:11]([CH:16]=[CH:15][CH:14]=1)[O:10][C:5]1[CH:6]=[CH:7][CH:8]=[CH:9][C:4]=1[C:3]([O-:42])=[O:2])[CH3:38].[CH2:37]([C:23]1[CH:24]=[C:25]([CH:45]2[CH2:46][CH2:47][O:43][CH2:44]2)[C:26]([OH:28])=[CH:27][C:22]=1[O:21][CH2:20][CH2:19][CH2:18][O:17][C:13]1[C:12]([CH2:39][CH2:40][CH3:41])=[C:11]([CH:16]=[CH:15][CH:14]=1)[O:10][C:5]1[CH:6]=[CH:7][CH:8]=[CH:9][C:4]=1[C:3]([O-:42])=[O:2])[CH3:38].[Na+:55]. The yield is 0.650. (7) The reactants are [CH2:1]([O:8][C:9]([N:11]([CH2:13][CH:14]=O)[CH3:12])=[O:10])[C:2]1[CH:7]=[CH:6][CH:5]=[CH:4][CH:3]=1.[NH:16]1[CH2:21][CH2:20][C:19](=[CH:22][C:23]([O:25][CH2:26][CH3:27])=[O:24])[CH2:18][CH2:17]1.[BH3-]C#N.[Na+]. The catalyst is CO.CC(O)=O. The product is [CH2:1]([O:8][C:9]([N:11]([CH2:13][CH2:14][N:16]1[CH2:21][CH2:20][C:19](=[CH:22][C:23]([O:25][CH2:26][CH3:27])=[O:24])[CH2:18][CH2:17]1)[CH3:12])=[O:10])[C:2]1[CH:3]=[CH:4][CH:5]=[CH:6][CH:7]=1. The yield is 0.470. (8) The reactants are CS(C)=O.C(Cl)(=O)C(Cl)=O.[OH:11][CH2:12][C@@H:13]1[CH2:17][C:16](/[CH:18]=[CH:19]/[CH3:20])=[CH:15][N:14]1[C:21]([C:23]1[CH:28]=[C:27]([O:29][CH3:30])[C:26]([O:31][Si:32]([CH:39]([CH3:41])[CH3:40])([CH:36]([CH3:38])[CH3:37])[CH:33]([CH3:35])[CH3:34])=[CH:25][C:24]=1[NH:42][C:43](=[O:48])[O:44][CH2:45][CH:46]=[CH2:47])=[O:22].C(N(CC)CC)C. The product is [OH:11][C@@H:12]1[N:42]([C:43]([O:44][CH2:45][CH:46]=[CH2:47])=[O:48])[C:24]2[CH:25]=[C:26]([O:31][Si:32]([CH:39]([CH3:40])[CH3:41])([CH:33]([CH3:34])[CH3:35])[CH:36]([CH3:38])[CH3:37])[C:27]([O:29][CH3:30])=[CH:28][C:23]=2[C:21](=[O:22])[N:14]2[CH:15]=[C:16](/[CH:18]=[CH:19]/[CH3:20])[CH2:17][C@@H:13]12. The yield is 1.00. The catalyst is C(Cl)Cl.